Dataset: Catalyst prediction with 721,799 reactions and 888 catalyst types from USPTO. Task: Predict which catalyst facilitates the given reaction. (1) Reactant: [O:1]1[C:5]([C:6]2[CH:11]=[CH:10][C:9]([S:12](Cl)(=O)=O)=[CH:8][CH:7]=2)=[CH:4][N:3]=[CH:2]1.C1(P(C2C=CC=CC=2)C2C=CC=CC=2)C=CC=CC=1.O. Product: [O:1]1[C:5]([C:6]2[CH:7]=[CH:8][C:9]([SH:12])=[CH:10][CH:11]=2)=[CH:4][N:3]=[CH:2]1. The catalyst class is: 1. (2) Reactant: [N:1]1[CH:6]=[CH:5][C:4]([C:7]2[C:15]3[C:10](=[CH:11][CH:12]=[C:13]([N:16]4[CH:20]=[CH:19][C:18]([CH:21]5[CH2:26][CH2:25][CH2:24][N:23]([C:27]([O:29][C:30]([CH3:33])([CH3:32])[CH3:31])=[O:28])[CH2:22]5)=[N:17]4)[CH:14]=3)[N:9](C(C3C=CC=CC=3)(C3C=CC=CC=3)C3C=CC=CC=3)[N:8]=2)=[CH:3][CH:2]=1.C([SiH](CC)CC)C.FC(F)(F)C(O)=O. Product: [N:1]1[CH:2]=[CH:3][C:4]([C:7]2[C:15]3[C:10](=[CH:11][CH:12]=[C:13]([N:16]4[CH:20]=[CH:19][C:18]([CH:21]5[CH2:26][CH2:25][CH2:24][N:23]([C:27]([O:29][C:30]([CH3:33])([CH3:32])[CH3:31])=[O:28])[CH2:22]5)=[N:17]4)[CH:14]=3)[NH:9][N:8]=2)=[CH:5][CH:6]=1. The catalyst class is: 2. (3) The catalyst class is: 451. Reactant: [F:1][C:2]([F:13])=[C:3]1[C:12]2[C:7](=[CH:8][CH:9]=[CH:10][CH:11]=2)[NH:6][CH2:5][CH2:4]1.C(N(CC)CC)C.[C:21](Cl)(Cl)=[O:22].[NH:25]1[CH2:29][CH2:28][CH:27]([C:30]2[CH:31]=[N:32][CH:33]=[CH:34][CH:35]=2)[CH2:26]1. Product: [F:13][C:2]([F:1])=[C:3]1[C:12]2[C:7](=[CH:8][CH:9]=[CH:10][CH:11]=2)[N:6]([C:21]([N:25]2[CH2:29][CH2:28][CH:27]([C:30]3[CH:31]=[N:32][CH:33]=[CH:34][CH:35]=3)[CH2:26]2)=[O:22])[CH2:5][CH2:4]1. (4) Reactant: [F:1][C:2]1[C:3]([NH:12][C:13]2[CH:18]=[CH:17][C:16]([C:19]#[C:20][Si](C)(C)C)=[CH:15][C:14]=2[F:25])=[C:4]([CH:8]=[CH:9][C:10]=1[F:11])[C:5]([OH:7])=[O:6].C([O-])([O-])=O.[K+].[K+]. Product: [F:1][C:2]1[C:3]([NH:12][C:13]2[CH:18]=[CH:17][C:16]([C:19]#[CH:20])=[CH:15][C:14]=2[F:25])=[C:4]([CH:8]=[CH:9][C:10]=1[F:11])[C:5]([OH:7])=[O:6]. The catalyst class is: 5. (5) Reactant: Cl.CO[C:4](=[O:17])[C@H:5]([CH2:7][C:8]1[C:16]2[C:11](=[CH:12][CH:13]=[CH:14][CH:15]=2)[NH:10][CH:9]=1)[NH2:6].C(N(CC)CC)C.[N:25]([CH2:28][CH2:29][N:30]1[CH2:35][CH2:34][O:33][CH2:32][CH2:31]1)=[C:26]=[S:27]. Product: [NH:10]1[C:11]2[C:16](=[CH:15][CH:14]=[CH:13][CH:12]=2)[C:8]([CH2:7][CH:5]2[NH:6][C:26](=[S:27])[N:25]([CH2:28][CH2:29][N:30]3[CH2:31][CH2:32][O:33][CH2:34][CH2:35]3)[C:4]2=[O:17])=[CH:9]1. The catalyst class is: 4. (6) Reactant: Br[C:2]1[CH:7]=[CH:6][CH:5]=[CH:4][CH:3]=1.[C:8]([O:12][CH2:13][CH3:14])(=[O:11])[CH:9]=[CH2:10].C([O-])(=O)C.[Na+].C(CC(=O)C)(=O)C.C(O)(=O)CC.O=O.C([O-])(=O)C=C. Product: [C:8]([O:12][CH2:13][CH3:14])(=[O:11])[CH:9]=[CH:10][C:2]1[CH:7]=[CH:6][CH:5]=[CH:4][CH:3]=1. The catalyst class is: 167. (7) Reactant: [F:1][C:2]1[CH:3]=[C:4](C2C=C(CO)C=NC=2OCCC)[CH:5]=[CH:6][C:7]=1F.Br[C:22]1[CH:23]=[C:24]([CH2:31][N:32]2[CH:36]=[N:35][C:34]([CH2:37][OH:38])=[N:33]2)[CH:25]=[N:26][C:27]=1[O:28][CH2:29][CH3:30].FC1C=CC=CC=1B(O)O. Product: [CH2:29]([O:28][C:27]1[N:26]=[CH:25][C:24]([CH2:31][N:32]2[CH:36]=[N:35][C:34]([CH2:37][OH:38])=[N:33]2)=[CH:23][C:22]=1[C:7]1[CH:6]=[CH:5][CH:4]=[CH:3][C:2]=1[F:1])[CH3:30]. The catalyst class is: 462. (8) Reactant: [Cl:1][C:2]1[CH:7]=[C:6]2[NH:8][C:9](=[O:32])[C:10]3([CH:15]([C:16]4[CH:21]=[C:20]([F:22])[CH:19]=[CH:18][C:17]=4[CH3:23])[CH2:14][C:13](=[O:24])[NH:12][CH:11]3[C:25]3[CH:30]=[CH:29][CH:28]=[C:27]([Cl:31])[CH:26]=3)[C:5]2=[CH:4][CH:3]=1.[CH3:33][O:34][CH:35]([Si:37]([CH3:40])([CH3:39])[CH3:38])[CH3:36].[C:41]([O:45][C:46](=[O:49])[CH2:47]Br)([CH3:44])([CH3:43])[CH3:42].C(=O)([O-])[O-].[Cs+].[Cs+].[NH4+].[Cl-]. Product: [Cl:1][C:2]1[CH:7]=[C:6]2[NH:8][C:9](=[O:32])[C:10]3([CH:15]([C:16]4[CH:21]=[C:20]([F:22])[CH:19]=[CH:18][C:17]=4[CH3:23])[CH2:14][C:13](=[O:24])[N:12]([CH2:47][C:46]([O:45][C:41]([CH3:44])([CH3:43])[CH3:42])=[O:49])[CH:11]3[C:25]3[CH:30]=[CH:29][CH:28]=[C:27]([Cl:31])[CH:26]=3)[C:5]2=[CH:4][CH:3]=1.[CH3:33][O:34][CH:35]([Si:37]([CH3:40])([CH3:39])[CH3:38])[CH3:36]. The catalyst class is: 9. (9) The catalyst class is: 9. Product: [Cl:17][C:18]1[CH:19]=[CH:20][C:21]2[CH:25]=[C:24]([S:26]([N:1]3[CH2:6][CH2:5][C:4](=[O:7])[CH2:3][CH2:2]3)(=[O:28])=[O:27])[S:23][C:22]=2[CH:30]=1. Reactant: [NH:1]1[CH2:6][CH2:5][C:4](=[O:7])[CH2:3][CH2:2]1.C(N(C(C)C)CC)(C)C.[Cl:17][C:18]1[CH:19]=[CH:20][C:21]2[CH:25]=[C:24]([S:26](Cl)(=[O:28])=[O:27])[S:23][C:22]=2[CH:30]=1.